This data is from Full USPTO retrosynthesis dataset with 1.9M reactions from patents (1976-2016). The task is: Predict the reactants needed to synthesize the given product. Given the product [F:1][C:2]1[CH:10]=[CH:9][C:8]([I:11])=[CH:7][C:3]=1[C:4]([N:12]1[CH2:17][CH2:16][O:15][CH2:14][CH2:13]1)=[O:6], predict the reactants needed to synthesize it. The reactants are: [F:1][C:2]1[CH:10]=[CH:9][C:8]([I:11])=[CH:7][C:3]=1[C:4]([OH:6])=O.[NH:12]1[CH2:17][CH2:16][O:15][CH2:14][CH2:13]1.CCN=C=NCCCN(C)C.Cl.